This data is from Forward reaction prediction with 1.9M reactions from USPTO patents (1976-2016). The task is: Predict the product of the given reaction. (1) Given the reactants [OH:1][C:2]1[CH:9]=[CH:8][C:7]([O:10][CH3:11])=[CH:6][C:3]=1[CH:4]=[O:5].C(=O)([O-])[O-].[Cs+].[Cs+].[CH3:18][S:19]([O:22][CH2:23][CH2:24]OS(C)(=O)=O)(=[O:21])=[O:20], predict the reaction product. The product is: [CH3:11][O:10][C:7]1[CH:8]=[CH:9][C:2]([O:1][CH2:24][CH2:23][O:22][S:19]([CH3:18])(=[O:21])=[O:20])=[C:3]([CH:6]=1)[CH:4]=[O:5]. (2) Given the reactants [C:1]1([C@H:11]([NH2:13])[CH3:12])[C:10]2[C:5](=[CH:6][CH:7]=[CH:8][CH:9]=2)[CH:4]=[CH:3][CH:2]=1.[F:14][C:15]([F:27])([F:26])[C:16]1[CH:17]=[C:18]([CH:23]=[CH:24][CH:25]=1)[CH:19]=[CH:20][CH:21]=O.[BH4-].[Na+].Cl, predict the reaction product. The product is: [CH3:12][C@@H:11]([NH:13][CH2:21][CH2:20][CH2:19][C:18]1[CH:23]=[CH:24][CH:25]=[C:16]([C:15]([F:14])([F:26])[F:27])[CH:17]=1)[C:1]1[CH:2]=[CH:3][CH:4]=[C:5]2[CH:6]=[CH:7][CH:8]=[CH:9][C:10]=12. (3) Given the reactants [Cl:1][C:2]1[CH:7]=[CH:6][C:5]([C:8]2[CH:13]=[CH:12][C:11]([NH:14][C:15](=[O:26])[CH2:16][CH2:17][C:18]3[CH:23]=[CH:22][C:21]([CH2:24]Cl)=[CH:20][CH:19]=3)=[CH:10][CH:9]=2)=[CH:4][CH:3]=1.[CH3:27][NH:28][CH2:29][C:30]1[CH:35]=[CH:34][N:33]=[CH:32][CH:31]=1.C(=O)([O-])[O-].[K+].[K+], predict the reaction product. The product is: [Cl:1][C:2]1[CH:3]=[CH:4][C:5]([C:8]2[CH:13]=[CH:12][C:11]([NH:14][C:15](=[O:26])[CH2:16][CH2:17][C:18]3[CH:19]=[CH:20][C:21]([CH2:24][N:28]([CH3:27])[CH2:29][C:30]4[CH:35]=[CH:34][N:33]=[CH:32][CH:31]=4)=[CH:22][CH:23]=3)=[CH:10][CH:9]=2)=[CH:6][CH:7]=1. (4) Given the reactants [CH3:1][O:2][C:3]1[CH:8]=[CH:7][C:6]([C:9]2[C:17]3[C:16]([O:18][CH2:19][CH:20]4[CH2:24][CH2:23][CH2:22][NH:21]4)=[N:15][CH:14]=[N:13][C:12]=3[O:11][C:10]=2[C:25]2[CH:30]=[CH:29][CH:28]=[CH:27][CH:26]=2)=[CH:5][CH:4]=1.CCN(C(C)C)C(C)C.[I-].[K+].[CH3:42][O:43][C:44](=[O:49])[CH2:45][CH2:46][CH2:47]Br, predict the reaction product. The product is: [CH3:42][O:43][C:44](=[O:49])[CH2:45][CH2:46][CH2:47][N:21]1[CH2:22][CH2:23][CH2:24][CH:20]1[CH2:19][O:18][C:16]1[C:17]2[C:9]([C:6]3[CH:5]=[CH:4][C:3]([O:2][CH3:1])=[CH:8][CH:7]=3)=[C:10]([C:25]3[CH:30]=[CH:29][CH:28]=[CH:27][CH:26]=3)[O:11][C:12]=2[N:13]=[CH:14][N:15]=1. (5) Given the reactants N(C(N1CCCCC1)=O)=NC(N1CCCCC1)=O.[Cl:19][C:20]1[CH:39]=[CH:38][C:23]([NH:24][C:25]2[C:34]3[C:29](=[CH:30][C:31]([OH:37])=[C:32]([O:35][CH3:36])[CH:33]=3)[N:28]=[CH:27][N:26]=2)=[C:22]([F:40])[CH:21]=1.O[CH2:42][C:43]1[CH:48]=[CH:47][N:46]=[C:45]([NH:49][CH3:50])[CH:44]=1.C(P(CCCC)CCCC)CCC, predict the reaction product. The product is: [ClH:19].[Cl:19][C:20]1[CH:39]=[CH:38][C:23]([NH:24][C:25]2[C:34]3[C:29](=[CH:30][C:31]([O:37][CH2:42][C:43]4[CH:48]=[CH:47][N:46]=[C:45]([NH:49][CH3:50])[CH:44]=4)=[C:32]([O:35][CH3:36])[CH:33]=3)[N:28]=[CH:27][N:26]=2)=[C:22]([F:40])[CH:21]=1. (6) The product is: [NH2:12][C:11]1[NH:13][C:4]2[CH:3]=[C:2]([Cl:1])[S:6][C:5]=2[S:7](=[O:9])(=[O:8])[N:10]=1. Given the reactants [Cl:1][C:2]1[S:6][C:5]([S:7]([NH:10][C:11]([NH2:13])=[NH:12])(=[O:9])=[O:8])=[C:4](B(O)O)[CH:3]=1.N1C=CC=CC=1, predict the reaction product.